This data is from Full USPTO retrosynthesis dataset with 1.9M reactions from patents (1976-2016). The task is: Predict the reactants needed to synthesize the given product. Given the product [C:30]([C:23]1[CH:24]=[C:25]2[C:20](=[CH:21][CH:22]=1)[NH:19][CH:18]([C:14]1[CH:13]=[C:12]([NH:11][S:7]([C:1]3[CH:6]=[CH:5][CH:4]=[CH:3][CH:2]=3)(=[O:9])=[O:8])[CH:17]=[CH:16][CH:15]=1)[CH2:27][C:26]2([CH3:29])[CH3:28])#[N:31], predict the reactants needed to synthesize it. The reactants are: [C:1]1([S:7](Cl)(=[O:9])=[O:8])[CH:6]=[CH:5][CH:4]=[CH:3][CH:2]=1.[NH2:11][C:12]1[CH:13]=[C:14]([CH:18]2[CH2:27][C:26]([CH3:29])([CH3:28])[C:25]3[C:20](=[CH:21][CH:22]=[C:23]([C:30]#[N:31])[CH:24]=3)[NH:19]2)[CH:15]=[CH:16][CH:17]=1.N1C=CC=CC=1.